From a dataset of Catalyst prediction with 721,799 reactions and 888 catalyst types from USPTO. Predict which catalyst facilitates the given reaction. (1) Reactant: [OH:1][C:2]1[CH:7]=[C:6]([CH:8]([CH3:10])[CH3:9])[CH:5]=[CH:4][C:3]=1[C:11]1([NH:22][C:23](=[O:28])[CH2:24][CH2:25][CH2:26][CH3:27])[C:19](=[O:20])[C:18]2[C:13](=[CH:14][CH:15]=[CH:16][CH:17]=2)[C:12]1=[O:21].C(N(CC)CC)C.[C:36](Cl)(=[O:41])[C:37]([CH3:40])([CH3:39])[CH3:38]. Product: [O:21]=[C:12]1[C:13]2[C:18](=[CH:17][CH:16]=[CH:15][CH:14]=2)[C:19](=[O:20])[C:11]1([C:3]1[CH:4]=[CH:5][C:6]([CH:8]([CH3:10])[CH3:9])=[CH:7][C:2]=1[O:1][C:36](=[O:41])[C:37]([CH3:40])([CH3:39])[CH3:38])[NH:22][C:23](=[O:28])[CH2:24][CH2:25][CH2:26][CH3:27]. The catalyst class is: 2. (2) Reactant: [N+:1]([C:4]1[CH:9]=[CH:8][C:7]([N:10]2[CH:14]=[C:13]([C:15]([F:18])([F:17])[F:16])[N:12]=[C:11]2[CH:19]=[O:20])=[CH:6][CH:5]=1)([O-:3])=[O:2].[BH4-].[Na+]. Product: [N+:1]([C:4]1[CH:9]=[CH:8][C:7]([N:10]2[CH:14]=[C:13]([C:15]([F:18])([F:17])[F:16])[N:12]=[C:11]2[CH2:19][OH:20])=[CH:6][CH:5]=1)([O-:3])=[O:2]. The catalyst class is: 24. (3) Reactant: FC(F)(F)C(O)=O.C(OC([N:15]1[C:20]2[CH:21]=[C:22]([Cl:28])[C:23]([N:25]([CH3:27])[CH3:26])=[CH:24][C:19]=2[O:18][CH:17]([C:29]([N:31]2[CH2:36][CH2:35][C:34]([C:45]#[N:46])([CH2:37][C:38]3[CH:39]=[N:40][C:41]([F:44])=[CH:42][CH:43]=3)[CH2:33][CH2:32]2)=[O:30])[CH2:16]1)=O)(C)(C)C. Product: [Cl:28][C:22]1[C:23]([N:25]([CH3:26])[CH3:27])=[CH:24][C:19]2[O:18][CH:17]([C:29]([N:31]3[CH2:36][CH2:35][C:34]([CH2:37][C:38]4[CH:39]=[N:40][C:41]([F:44])=[CH:42][CH:43]=4)([C:45]#[N:46])[CH2:33][CH2:32]3)=[O:30])[CH2:16][NH:15][C:20]=2[CH:21]=1. The catalyst class is: 2.